The task is: Predict the reactants needed to synthesize the given product.. This data is from Full USPTO retrosynthesis dataset with 1.9M reactions from patents (1976-2016). Given the product [OH:29][C@H:28]1[C@H:24]([N:21]2[CH:2]=[C:1]([C:3]3[CH:4]=[C:5]([CH3:20])[CH:6]=[C:7]([NH:9][C:10]4[CH:15]=[C:14]([C:16]([F:18])([F:19])[F:17])[CH:13]=[CH:12][N:11]=4)[N:8]=3)[N:23]=[N:22]2)[CH2:25][N:26]([C:30]([O:32][CH2:33][C:34]2[CH:39]=[CH:38][CH:37]=[CH:36][CH:35]=2)=[O:31])[CH2:27]1, predict the reactants needed to synthesize it. The reactants are: [C:1]([C:3]1[N:8]=[C:7]([NH:9][C:10]2[CH:15]=[C:14]([C:16]([F:19])([F:18])[F:17])[CH:13]=[CH:12][N:11]=2)[CH:6]=[C:5]([CH3:20])[CH:4]=1)#[CH:2].[N:21]([C@@H:24]1[C@@H:28]([OH:29])[CH2:27][N:26]([C:30]([O:32][CH2:33][C:34]2[CH:39]=[CH:38][CH:37]=[CH:36][CH:35]=2)=[O:31])[CH2:25]1)=[N+:22]=[N-:23].O=C1O[C@H]([C@H](CO)O)C([O-])=C1O.[Na+].C(O)(C)(C)C.